This data is from Forward reaction prediction with 1.9M reactions from USPTO patents (1976-2016). The task is: Predict the product of the given reaction. (1) The product is: [NH:15]1[CH2:16][CH2:17][CH:12]([NH:11][C:10]([NH:9][C:6]2[CH:7]=[CH:8][C:3]([C:2]([F:1])([F:26])[F:27])=[CH:4][CH:5]=2)=[O:25])[CH2:13][CH2:14]1. Given the reactants [F:1][C:2]([F:27])([F:26])[C:3]1[CH:8]=[CH:7][C:6]([NH:9][C:10](=[O:25])[NH:11][CH:12]2[CH2:17][CH2:16][N:15](C(OC(C)(C)C)=O)[CH2:14][CH2:13]2)=[CH:5][CH:4]=1, predict the reaction product. (2) Given the reactants [C:1]([O:9]CC)(=[O:8])[CH2:2][C:3](OCC)=O.C(=O)[CH2:13][CH:14]([CH3:16])[CH3:15].[C:18]([O-:21])(=[O:20])[CH3:19].[NH4+].N, predict the reaction product. The product is: [CH2:16]([CH:3]([CH2:2][C:1]([OH:9])=[O:8])[CH2:19][C:18]([OH:21])=[O:20])[CH:14]([CH3:13])[CH3:15]. (3) Given the reactants [O:1]1[CH2:6][CH2:5][C:4](=O)[CH2:3][C:2]1=[O:8].[Br:9][C:10]1[CH:11]=[C:12]([CH:15]=[CH:16][C:17]=1[F:18])[CH:13]=O.[NH2:19][C:20]1[N:24]([CH3:25])[NH:23][C:22](=[O:26])[CH:21]=1, predict the reaction product. The product is: [Br:9][C:10]1[CH:11]=[C:12]([CH:13]2[C:21]3[C:22](=[O:26])[NH:23][N:24]([CH3:25])[C:20]=3[NH:19][C:4]3[CH2:5][CH2:6][O:1][C:2](=[O:8])[C:3]2=3)[CH:15]=[CH:16][C:17]=1[F:18]. (4) Given the reactants [Cl:1][C:2]1[C:7]([C:8]#[N:9])=[CH:6][N:5]=[C:4]2[C:10]3[CH:16]=[C:15]([N+:17]([O-:19])=[O:18])[CH:14]=[CH:13][C:11]=3[S:12][C:3]=12.C(OC[CH2:24][OH:25])C.Cl[C:27]1[C:33](OC)=[CH:32][C:30]([NH2:31])=[C:29](C)[CH:28]=1.Cl.N1C=CC=C[CH:39]=1, predict the reaction product. The product is: [Cl:1][C:2]1[C:7]([C:8]#[N:9])=[C:6]([CH3:39])[N:5]=[C:4]2[C:10]3[CH:16]=[C:15]([N+:17]([O-:19])=[O:18])[CH:14]=[C:13]([NH:31][C:30]4[CH:32]=[CH:33][CH:27]=[CH:28][CH:29]=4)[C:11]=3[SH:12]([O:25][CH3:24])[C:3]=12. (5) Given the reactants [CH2:1]([O:3][C:4]1[CH:5]=[C:6]([C:10]2[CH:15]=[CH:14][C:13]([CH:16]3[N:20]([C:21]4[CH:26]=[CH:25][CH:24]=[CH:23][C:22]=4[F:27])[N:19]=[C:18]([C:28]([OH:30])=O)[CH2:17]3)=[CH:12][CH:11]=2)[CH:7]=[CH:8][CH:9]=1)[CH3:2].S(Cl)([Cl:33])=O, predict the reaction product. The product is: [CH2:1]([O:3][C:4]1[CH:5]=[C:6]([C:10]2[CH:15]=[CH:14][C:13]([CH:16]3[N:20]([C:21]4[CH:26]=[CH:25][CH:24]=[CH:23][C:22]=4[F:27])[N:19]=[C:18]([C:28]([Cl:33])=[O:30])[CH2:17]3)=[CH:12][CH:11]=2)[CH:7]=[CH:8][CH:9]=1)[CH3:2]. (6) Given the reactants Br[C:2]1[CH:7]=[CH:6][C:5]([N:8]([Si:13]([CH3:16])([CH3:15])[CH3:14])[Si:9]([CH3:12])([CH3:11])[CH3:10])=[C:4]([Cl:17])[CH:3]=1.C([Li])(C)(C)C.[C:23]([O:27][C:28]([N:30]1[CH2:34][CH2:33][CH2:32][C:31]1([CH2:37][CH2:38][CH2:39][CH3:40])[CH:35]=[O:36])=[O:29])([CH3:26])([CH3:25])[CH3:24], predict the reaction product. The product is: [C:23]([O:27][C:28]([N:30]1[CH2:34][CH2:33][CH2:32][C:31]1([CH2:37][CH2:38][CH2:39][CH3:40])[CH:35]([C:2]1[CH:7]=[CH:6][C:5]([N:8]([Si:13]([CH3:16])([CH3:15])[CH3:14])[Si:9]([CH3:12])([CH3:11])[CH3:10])=[C:4]([Cl:17])[CH:3]=1)[OH:36])=[O:29])([CH3:26])([CH3:25])[CH3:24]. (7) The product is: [CH:1]1([N:7]([C@H:21]2[CH2:22][CH2:23][C@H:24]([CH2:45][O:44][CH3:43])[CH2:25][CH2:26]2)[C:8](=[O:20])[NH:9][C:10]2[S:11][C:12]([S:15][CH2:16][CH2:50][C:49]([OH:59])=[O:48])=[CH:13][N:14]=2)[CH2:2][CH2:3][CH2:4][CH2:5][CH2:6]1. Given the reactants [CH:1]1([N:7]([C@H:21]2[CH2:26][CH2:25][C@H:24](COC)[CH2:23][CH2:22]2)[C:8](=[O:20])[NH:9][C:10]2[S:11][C:12]([S:15][CH2:16]C(O)=O)=[CH:13][N:14]=2)[CH2:6][CH2:5][CH2:4][CH2:3][CH2:2]1.C1(N[C@H]2CC[C@H]([CH2:43][O:44][CH3:45])CC2)CCCCC1.C([O:48][C:49](=[O:59])[CH:50](SC1SC(N)=NC=1)C)C, predict the reaction product. (8) Given the reactants Br[C:2]1[CH:7]=[CH:6][C:5]([C:8]([F:11])([F:10])[F:9])=[C:4]([CH3:12])[CH:3]=1.C([Li])CCC.[B:18](OC(C)C)(OC(C)C)OC(C)C.[CH3:31][C:32]([CH3:37])([CH2:35][OH:36])[CH2:33][OH:34], predict the reaction product. The product is: [CH3:31][C:32]1([CH3:37])[CH2:35][O:36][B:18]([C:2]2[CH:7]=[CH:6][C:5]([C:8]([F:11])([F:10])[F:9])=[C:4]([CH3:12])[CH:3]=2)[O:34][CH2:33]1.